The task is: Predict the reaction yield, written as a fraction of the theoretical maximum amount of product (1.0 means a 100% yield; for example, 0.34 means a 34% yield).. This data is from Reaction yield outcomes from USPTO patents with 853,638 reactions. (1) The reactants are [C:1]([C:5]1[CH:10]=[C:9]([CH3:11])[C:8]([N+:12]([O-:14])=[O:13])=[CH:7][C:6]=1[N+:15]([O-:17])=[O:16])([CH3:4])([CH3:3])[CH3:2].C(C1C=CC([N+]([O-])=O)=C(C)C=1[N+]([O-])=O)(C)(C)C.C[C:36]([N:38]([CH3:40])[CH3:39])=O. The catalyst is CN(C=O)C. The product is [C:1]([C:5]1[C:6]([N+:15]([O-:17])=[O:16])=[CH:7][C:8]([N+:12]([O-:14])=[O:13])=[C:9](/[CH:11]=[CH:36]/[N:38]([CH3:40])[CH3:39])[CH:10]=1)([CH3:4])([CH3:2])[CH3:3]. The yield is 0.680. (2) The reactants are [CH3:1][O:2][C:3](=[O:30])[CH2:4][CH:5]([N:19]1[CH2:27][C:26]2[C:21](=[C:22]([NH2:28])[CH:23]=[CH:24][CH:25]=2)[C:20]1=[O:29])[C:6]1[CH:11]=[CH:10][C:9]([O:12][CH:13]([F:15])[F:14])=[C:8]([O:16][CH2:17][CH3:18])[CH:7]=1.[C:31](Cl)(=[O:33])[CH3:32]. The catalyst is C1COCC1. The product is [CH3:1][O:2][C:3](=[O:30])[CH2:4][CH:5]([N:19]1[CH2:27][C:26]2[C:21](=[C:22]([NH:28][C:31](=[O:33])[CH3:32])[CH:23]=[CH:24][CH:25]=2)[C:20]1=[O:29])[C:6]1[CH:11]=[CH:10][C:9]([O:12][CH:13]([F:15])[F:14])=[C:8]([O:16][CH2:17][CH3:18])[CH:7]=1. The yield is 0.810. (3) The reactants are [NH2:1][C:2]1[S:3][CH:4]=[C:5]([C:7]([NH:9][C@@H:10]([CH3:26])[CH2:11][N:12]2[CH:16]=[CH:15][C:14]([C:17]3[CH:22]=[CH:21][C:20]([C:23]#[N:24])=[C:19]([Cl:25])[CH:18]=3)=[N:13]2)=[O:8])[N:6]=1.CCN(C(C)C)C(C)C.C1C=CC2N(O)N=NC=2C=1.CCN=C=NCCCN(C)C.[CH3:57][N:58]([CH3:63])[CH2:59][C:60](O)=[O:61]. The catalyst is C(Cl)Cl. The product is [Cl:25][C:19]1[CH:18]=[C:17]([C:14]2[CH:15]=[CH:16][N:12]([CH2:11][C@@H:10]([NH:9][C:7]([C:5]3[N:6]=[C:2]([NH:1][C:60](=[O:61])[CH2:59][N:58]([CH3:63])[CH3:57])[S:3][CH:4]=3)=[O:8])[CH3:26])[N:13]=2)[CH:22]=[CH:21][C:20]=1[C:23]#[N:24]. The yield is 0.0600. (4) The reactants are [C:1]1([N:7]2[N:11]=[N:10][C:9]([C:12]([O:14]CC)=[O:13])=[N:8]2)[CH:6]=[CH:5][CH:4]=[CH:3][CH:2]=1.[OH-].[Na+]. The catalyst is CCO.O. The product is [C:1]1([N:7]2[N:11]=[N:10][C:9]([C:12]([OH:14])=[O:13])=[N:8]2)[CH:2]=[CH:3][CH:4]=[CH:5][CH:6]=1. The yield is 0.550.